The task is: Predict the reactants needed to synthesize the given product.. This data is from Retrosynthesis with 50K atom-mapped reactions and 10 reaction types from USPTO. (1) Given the product CN1CCC(N2CC(C)(C)c3ccc(NC(=O)c4cccnc4NCc4ccc(F)cc4)cc32)CC1, predict the reactants needed to synthesize it. The reactants are: CN1CCC(N2CC(C)(C)c3ccc(NC(=O)c4cccnc4F)cc32)CC1.NCc1ccc(F)cc1. (2) Given the product Cc1ccc(S(=O)(=O)OC[C@H](C)N2C(=O)c3ccccc3C2=O)cc1, predict the reactants needed to synthesize it. The reactants are: C[C@@H](CO)N1C(=O)c2ccccc2C1=O.Cc1ccc(S(=O)(=O)Cl)cc1. (3) The reactants are: CC(C)(C)OC(=O)CN(c1ccccc1)S(=O)(=O)c1ccc2c(Cl)cnc(Cl)c2c1.N=C(N)N. Given the product CC(C)(C)OC(=O)CN(c1ccccc1)S(=O)(=O)c1ccc2c(Cl)cnc(NC(=N)N)c2c1, predict the reactants needed to synthesize it. (4) Given the product CCOC(=O)c1sc(N)nc1-c1cccc(C#N)c1, predict the reactants needed to synthesize it. The reactants are: CCOC(=O)C(Br)C(=O)c1cccc(C#N)c1.NC(N)=S. (5) Given the product Cc1cnc(F)cc1C(=O)CC(c1ccc(Br)cc1)c1ccccc1C, predict the reactants needed to synthesize it. The reactants are: CON(C)C(=O)CC(c1ccc(Br)cc1)c1ccccc1C.Cc1cnc(F)cc1I.